Dataset: Catalyst prediction with 721,799 reactions and 888 catalyst types from USPTO. Task: Predict which catalyst facilitates the given reaction. (1) Reactant: [Si:1](Cl)([C:14]([CH3:17])([CH3:16])[CH3:15])([C:8]1[CH:13]=[CH:12][CH:11]=[CH:10][CH:9]=1)[C:2]1[CH:7]=[CH:6][CH:5]=[CH:4][CH:3]=1.[Br:19][C:20]1[CH:27]=[CH:26][C:23]([CH2:24][OH:25])=[CH:22][CH:21]=1.C(N(CC)CC)C.CN(C1C=CC=CN=1)C. Product: [Si:1]([O:25][CH2:24][C:23]1[CH:26]=[CH:27][C:20]([Br:19])=[CH:21][CH:22]=1)([C:14]([CH3:17])([CH3:16])[CH3:15])([C:8]1[CH:13]=[CH:12][CH:11]=[CH:10][CH:9]=1)[C:2]1[CH:7]=[CH:6][CH:5]=[CH:4][CH:3]=1. The catalyst class is: 4. (2) The catalyst class is: 5. Product: [CH3:1][O:2][C:3]1[CH:4]=[CH:5][C:6]([CH:9]2[CH2:10][CH2:11][NH:12][CH2:13]2)=[CH:7][N:8]=1. Reactant: [CH3:1][O:2][C:3]1[N:8]=[CH:7][C:6]([C:9]2[CH2:10][CH2:11][N:12](C(OCC3C=CC=CC=3)=O)[CH:13]=2)=[CH:5][CH:4]=1. (3) Reactant: [CH2:1](I)[CH3:2].[F:4][C:5]1([F:12])[CH2:8][CH:7]([C:9]([OH:11])=[O:10])[CH2:6]1.C(=O)([O-])[O-].[Cs+].[Cs+]. Product: [CH2:1]([O:10][C:9]([CH:7]1[CH2:8][C:5]([F:12])([F:4])[CH2:6]1)=[O:11])[CH3:2]. The catalyst class is: 3.